This data is from Catalyst prediction with 721,799 reactions and 888 catalyst types from USPTO. The task is: Predict which catalyst facilitates the given reaction. (1) Reactant: [CH2:1]([O:8][C:9](=[O:15])[N:10]([CH2:12][CH2:13][OH:14])[CH3:11])[C:2]1[CH:7]=[CH:6][CH:5]=[CH:4][CH:3]=1.[Si:16](Cl)([C:29]([CH3:32])([CH3:31])[CH3:30])([C:23]1[CH:28]=[CH:27][CH:26]=[CH:25][CH:24]=1)[C:17]1[CH:22]=[CH:21][CH:20]=[CH:19][CH:18]=1.N1C=CN=C1.CO. Product: [CH2:1]([O:8][C:9](=[O:15])[N:10]([CH2:12][CH2:13][O:14][Si:16]([C:29]([CH3:32])([CH3:31])[CH3:30])([C:23]1[CH:24]=[CH:25][CH:26]=[CH:27][CH:28]=1)[C:17]1[CH:22]=[CH:21][CH:20]=[CH:19][CH:18]=1)[CH3:11])[C:2]1[CH:7]=[CH:6][CH:5]=[CH:4][CH:3]=1. The catalyst class is: 9. (2) Reactant: [Cl:1][C:2]1[C:3]([C:11]([OH:13])=O)=[CH:4][NH:5][C:6]=1[C:7]([O:9][CH3:10])=[O:8].CCN(C(C)C)C(C)C.CN(C(ON1N=NC2C=CC=NC1=2)=[N+](C)C)C.F[P-](F)(F)(F)(F)F.[CH2:47]([CH2:49][NH2:50])[OH:48]. Product: [Cl:1][C:2]1[C:3]([C:11]([NH:50][CH2:49][CH2:47][OH:48])=[O:13])=[CH:4][NH:5][C:6]=1[C:7]([O:9][CH3:10])=[O:8]. The catalyst class is: 3. (3) Reactant: [F:1][C:2]1[C:7]([F:8])=[CH:6][CH:5]=[CH:4][C:3]=1[C@:9]1([CH3:28])[CH2:14][C@@H:13]([C:15]([F:18])([F:17])[F:16])[O:12][C:11]([NH:19]C(=O)C2C=CC=CC=2)=[N:10]1.N12CCCN=C1CCCCC2. Product: [F:1][C:2]1[C:7]([F:8])=[CH:6][CH:5]=[CH:4][C:3]=1[C@:9]1([CH3:28])[CH2:14][C@@H:13]([C:15]([F:18])([F:16])[F:17])[O:12][C:11]([NH2:19])=[N:10]1. The catalyst class is: 5. (4) Reactant: [C:1]([C:5]1[CH2:9][CH:8]=[CH:7][CH:6]=1)([CH3:4])([CH3:3])[CH3:2].[CH3:10][CH2:11][CH2:12][CH2:13][CH2:14]C.C([Li])CCC.CCC(=O)CC. Product: [C:1]([C:5]1[CH:9]=[CH:8][C:7](=[C:12]([CH2:13][CH3:14])[CH2:11][CH3:10])[CH:6]=1)([CH3:4])([CH3:3])[CH3:2]. The catalyst class is: 90.